From a dataset of Full USPTO retrosynthesis dataset with 1.9M reactions from patents (1976-2016). Predict the reactants needed to synthesize the given product. (1) Given the product [I:1][C:2]1[N:3]=[CH:4][N:5]([C:14]([C:15]2[CH:20]=[CH:19][CH:18]=[CH:17][CH:16]=2)([C:27]2[CH:28]=[CH:29][CH:30]=[CH:31][CH:32]=2)[C:21]2[CH:22]=[CH:23][CH:24]=[CH:25][CH:26]=2)[CH:6]=1, predict the reactants needed to synthesize it. The reactants are: [I:1][C:2]1[N:3]=[CH:4][NH:5][CH:6]=1.C(N(CC)CC)C.[C:14](Cl)([C:27]1[CH:32]=[CH:31][CH:30]=[CH:29][CH:28]=1)([C:21]1[CH:26]=[CH:25][CH:24]=[CH:23][CH:22]=1)[C:15]1[CH:20]=[CH:19][CH:18]=[CH:17][CH:16]=1.O. (2) Given the product [CH2:38]([N:37]([CH3:36])[C:1]([C@@H:4]([NH:17][C:18](=[O:35])[O:19][CH2:20][CH2:21][N:22]1[CH2:27][CH2:26][N:25]([C:28]([O:30][C:31]([CH3:33])([CH3:34])[CH3:32])=[O:29])[CH2:24][CH2:23]1)[CH2:5][C:6]1[CH:11]=[CH:10][C:9]([O:12][C:13]([CH3:15])([CH3:14])[CH3:16])=[CH:8][C:7]=1[OH:80])=[O:3])[CH2:39][CH:40]([CH3:42])[CH3:41], predict the reactants needed to synthesize it. The reactants are: [C:1]([C@@H:4]([NH:17][C:18](=[O:35])[O:19][CH2:20][CH2:21][N:22]1[CH2:27][CH2:26][N:25]([C:28]([O:30][C:31]([CH3:34])([CH3:33])[CH3:32])=[O:29])[CH2:24][CH2:23]1)[CH2:5][C:6]1[CH:11]=[CH:10][C:9]([O:12][C:13]([CH3:16])([CH3:15])[CH3:14])=[CH:8][CH:7]=1)([OH:3])=O.[CH3:36][NH:37][CH2:38][CH2:39][CH:40]([CH3:42])[CH3:41].CCN(C(C)C)C(C)C.C1CN([P+](Br)(N2CCCC2)N2CCCC2)CC1.F[P-](F)(F)(F)(F)F.CN(C=[O:80])C. (3) Given the product [F:27][C:24]([F:25])([F:26])[C:21]1[CH:20]=[CH:19][C:18]([CH2:17][O:16][CH2:15][CH2:14][CH:11]2[CH2:12][CH2:13][NH:8][CH2:9][CH2:10]2)=[CH:23][CH:22]=1, predict the reactants needed to synthesize it. The reactants are: C(OC([N:8]1[CH2:13][CH2:12][CH:11]([CH2:14][CH2:15][O:16][CH2:17][C:18]2[CH:23]=[CH:22][C:21]([C:24]([F:27])([F:26])[F:25])=[CH:20][CH:19]=2)[CH2:10][CH2:9]1)=O)(C)(C)C.Cl.CCOCC. (4) Given the product [Cl:11][C:8]1[CH:9]=[C:10]2[C:5](=[CH:6][CH:7]=1)[NH:4][C:3](=[O:12])[C:2]2([N:26]([CH2:27][C:28]1[CH:33]=[CH:32][CH:31]=[CH:30][N:29]=1)[C@@H:24]([CH3:25])[C:23]([N:22]([CH3:35])[CH3:21])=[O:34])[C:13]1[CH:18]=[CH:17][CH:16]=[CH:15][C:14]=1[O:19][CH3:20], predict the reactants needed to synthesize it. The reactants are: Cl[C:2]1([C:13]2[CH:18]=[CH:17][CH:16]=[CH:15][C:14]=2[O:19][CH3:20])[C:10]2[C:5](=[CH:6][CH:7]=[C:8]([Cl:11])[CH:9]=2)[NH:4][C:3]1=[O:12].[CH3:21][N:22]([CH3:35])[C:23](=[O:34])[C@@H:24]([NH:26][CH2:27][C:28]1[CH:33]=[CH:32][CH:31]=[CH:30][N:29]=1)[CH3:25]. (5) Given the product [F:19][C:20]1[CH:25]=[CH:24][CH:23]=[CH:22][C:21]=1[N:26]1[CH:31]=[C:30]([O:32][CH3:33])[C:29](=[O:34])[C:28]([C:35]([N:3]([O:4][CH3:5])[CH3:2])=[O:37])=[N:27]1, predict the reactants needed to synthesize it. The reactants are: Cl.[CH3:2][NH:3][O:4][CH3:5].CCN(C(C)C)C(C)C.C[Al](C)C.[F:19][C:20]1[CH:25]=[CH:24][CH:23]=[CH:22][C:21]=1[N:26]1[CH:31]=[C:30]([O:32][CH3:33])[C:29](=[O:34])[C:28]([C:35]([O:37]C)=O)=[N:27]1.Cl.[Na+].[Cl-]. (6) Given the product [CH3:1][O:2][C:3](=[O:16])[CH2:4][O:5][C:6]1[CH:11]=[CH:10][C:9]([S:12](=[O:14])(=[O:13])[NH:18][C:19]2[CH:24]=[CH:23][C:22]([N:25]3[CH2:26][CH2:27][C:28](=[O:31])[CH2:29][CH2:30]3)=[CH:21][CH:20]=2)=[CH:8][CH:7]=1, predict the reactants needed to synthesize it. The reactants are: [CH3:1][O:2][C:3](=[O:16])[CH2:4][O:5][C:6]1[CH:11]=[CH:10][C:9]([S:12](Cl)(=[O:14])=[O:13])=[CH:8][CH:7]=1.Cl.[NH2:18][C:19]1[CH:24]=[CH:23][C:22]([N:25]2[CH2:30][CH2:29][C:28](=[O:31])[CH2:27][CH2:26]2)=[CH:21][CH:20]=1.